From a dataset of Peptide-MHC class II binding affinity with 134,281 pairs from IEDB. Regression. Given a peptide amino acid sequence and an MHC pseudo amino acid sequence, predict their binding affinity value. This is MHC class II binding data. (1) The binding affinity (normalized) is 0.387. The peptide sequence is LSYRSLQPETFAVVD. The MHC is HLA-DQA10501-DQB10301 with pseudo-sequence HLA-DQA10501-DQB10301. (2) The peptide sequence is QRIYGVRYTETWSFL. The MHC is DRB3_0101 with pseudo-sequence DRB3_0101. The binding affinity (normalized) is 0.325.